From a dataset of Catalyst prediction with 721,799 reactions and 888 catalyst types from USPTO. Predict which catalyst facilitates the given reaction. (1) Reactant: [C:1]([C:3]1[C:12]2[C:7](=[CH:8][CH:9]=[CH:10][CH:11]=2)[C:6]([NH:13][C@H:14]([C@H:18]([OH:20])[CH3:19])[C:15]([OH:17])=O)=[CH:5][CH:4]=1)#[N:2].[C:21]([C:23]1[CH:32]=[CH:31][C:26]([C:27]([NH:29][NH2:30])=[O:28])=[CH:25][CH:24]=1)#[N:22].O.ON1C2C=CC=CC=2N=N1.C(N(CC)CC)C. Product: [C:21]([C:23]1[CH:24]=[CH:25][C:26]([C:27]([NH:29][NH:30][C:15](=[O:17])[C@H:14]([NH:13][C:6]2[C:7]3[C:12](=[CH:11][CH:10]=[CH:9][CH:8]=3)[C:3]([C:1]#[N:2])=[CH:4][CH:5]=2)[C@H:18]([OH:20])[CH3:19])=[O:28])=[CH:31][CH:32]=1)#[N:22]. The catalyst class is: 1. (2) Reactant: [F:1][C:2]1[CH:3]=[C:4]([NH2:9])[C:5]([NH2:8])=[CH:6][CH:7]=1.[CH2:10](OC(OCC)OCC)C. Product: [F:1][C:2]1[CH:7]=[CH:6][C:5]2[N:8]=[CH:10][NH:9][C:4]=2[CH:3]=1. The catalyst class is: 8. (3) Reactant: Br[CH2:2][C:3]1[C:4]([C:21]#[N:22])=[N:5][C:6]([C:11]2[C:16]([CH2:17][CH3:18])=[CH:15][CH:14]=[CH:13][C:12]=2[CH2:19][CH3:20])=[CH:7][C:8]=1[O:9][CH3:10].C([O-])([O-])=O.[K+].[K+].[CH3:29][NH:30][C@@H:31]1[C:40]2[C:35](=[CH:36][CH:37]=[CH:38][CH:39]=2)[CH2:34][CH2:33][CH2:32]1.CCCCCC. Product: [CH2:19]([C:12]1[CH:13]=[CH:14][CH:15]=[C:16]([CH2:17][CH3:18])[C:11]=1[C:6]1[N:5]=[C:4]([C:21]#[N:22])[C:3]([CH2:2][N:30]([CH3:29])[C@@H:31]2[C:40]3[C:35](=[CH:36][CH:37]=[CH:38][CH:39]=3)[CH2:34][CH2:33][CH2:32]2)=[C:8]([O:9][CH3:10])[CH:7]=1)[CH3:20]. The catalyst class is: 144. (4) Product: [CH3:3][O:4][C:5]1[CH:6]=[C:7]2[C:12](=[CH:13][CH:14]=1)[CH2:11][CH:10]([N:15]1[C:19](=[O:20])[C:18]3[C:17](=[CH:25][CH:24]=[CH:23][CH:22]=3)[C:16]1=[O:21])[CH2:9][CH2:8]2. Reactant: [H-].[Na+].[CH3:3][O:4][C:5]1[CH:6]=[C:7]2[C:12](=[CH:13][CH:14]=1)[CH2:11][CH:10]([NH2:15])[CH2:9][CH2:8]2.[C:16]1(=O)[O:21][C:19](=[O:20])[C:18]2=[CH:22][CH:23]=[CH:24][CH:25]=[C:17]12. The catalyst class is: 18. (5) Reactant: FC(F)(F)C(O)=O.[Cl:8][C:9]1[CH:14]=[CH:13][N:12]=[C:11]2[N:15]([S:31]([C:34]3[CH:39]=[CH:38][C:37]([CH3:40])=[CH:36][CH:35]=3)(=[O:33])=[O:32])[C:16]([C:18]3[CH2:19][CH2:20][N:21](C(OC(C)(C)C)=O)[CH2:22][CH:23]=3)=[CH:17][C:10]=12. Product: [Cl:8][C:9]1[CH:14]=[CH:13][N:12]=[C:11]2[N:15]([S:31]([C:34]3[CH:35]=[CH:36][C:37]([CH3:40])=[CH:38][CH:39]=3)(=[O:33])=[O:32])[C:16]([C:18]3[CH2:19][CH2:20][NH:21][CH2:22][CH:23]=3)=[CH:17][C:10]=12. The catalyst class is: 2.